From a dataset of Reaction yield outcomes from USPTO patents with 853,638 reactions. Predict the reaction yield, written as a fraction of the theoretical maximum amount of product (1.0 means a 100% yield; for example, 0.34 means a 34% yield). The reactants are [CH2:1]([C:3]([C:21]1[S:25][C:24]([C:26]([NH:28][NH2:29])=[O:27])=[C:23]([CH3:30])[CH:22]=1)([C:6]1[CH:11]=[CH:10][C:9]([O:12][CH2:13][CH:14]([OH:19])[C:15]([CH3:18])([CH3:17])[CH3:16])=[C:8]([CH3:20])[CH:7]=1)[CH2:4][CH3:5])[CH3:2].[C:31](N1C=CN=C1)(N1C=CN=C1)=[O:32]. The catalyst is C1COCC1.CCOC(C)=O. The product is [CH2:1]([C:3]([C:21]1[S:25][C:24]([C:26]2[O:27][C:31](=[O:32])[NH:29][N:28]=2)=[C:23]([CH3:30])[CH:22]=1)([C:6]1[CH:11]=[CH:10][C:9]([O:12][CH2:13][CH:14]([OH:19])[C:15]([CH3:17])([CH3:18])[CH3:16])=[C:8]([CH3:20])[CH:7]=1)[CH2:4][CH3:5])[CH3:2]. The yield is 0.630.